From a dataset of Catalyst prediction with 721,799 reactions and 888 catalyst types from USPTO. Predict which catalyst facilitates the given reaction. (1) Reactant: Br[C:2]1[CH:11]=[C:10]2[C:5]([CH:6]=[CH:7][C:8]([C@H:12]([NH:14][C:15]([C@@H:17]3[CH2:22][CH2:21][CH2:20][N:19]([C:23](=[O:34])[C@@H:24]([NH:26][C:27](=[O:33])[C@@H:28]([OH:32])[CH:29]([CH3:31])[CH3:30])[CH3:25])[NH:18]3)=[O:16])[CH3:13])=[N:9]2)=[CH:4][CH:3]=1.[CH3:35][C:36]1([CH3:47])[CH2:41][O:40][C:39]([CH:45]=[CH2:46])([C:42]([OH:44])=[O:43])[CH2:38][O:37]1.C(N(CC)CC)C.C1(C)C=CC=CC=1P(C1C=CC=CC=1C)C1C=CC=CC=1C. Product: [OH:32][C@@H:28]([CH:29]([CH3:31])[CH3:30])[C:27]([NH:26][C@@H:24]([CH3:25])[C:23]([N:19]1[CH2:20][CH2:21][CH2:22][C@@H:17]([C:15]([NH:14][C@@H:12]([C:8]2[CH:7]=[CH:6][C:5]3[C:10](=[CH:11][C:2](/[CH:46]=[CH:45]/[C:39]4([C:42]([OH:44])=[O:43])[CH2:38][O:37][C:36]([CH3:35])([CH3:47])[CH2:41][O:40]4)=[CH:3][CH:4]=3)[N:9]=2)[CH3:13])=[O:16])[NH:18]1)=[O:34])=[O:33]. The catalyst class is: 62. (2) Reactant: C[O:2][C:3]1(OC)[CH2:16][CH2:15][C@:14]2([O:17][CH3:18])[C@:5]34[CH2:21][CH2:20][N:19]([CH2:22][CH:23]5[CH2:25][CH2:24]5)[C@@H:13]2[CH2:12][C:11]2[CH:10]=[CH:9][C:8]([O:26][CH2:27][C:28]5[CH:33]=[CH:32][CH:31]=[CH:30][CH:29]=5)=[C:7]([O:34][C@@H:4]13)[C:6]4=2.Cl.C([O-])([O-])=O.[Na+].[Na+]. Product: [CH:23]1([CH2:22][N:19]2[CH2:20][CH2:21][C@:5]34[C:6]5[C:7]6[O:34][C@H:4]3[C:3](=[O:2])[CH2:16][CH2:15][C@@:14]4([O:17][CH3:18])[C@H:13]2[CH2:12][C:11]=5[CH:10]=[CH:9][C:8]=6[O:26][CH2:27][C:28]2[CH:29]=[CH:30][CH:31]=[CH:32][CH:33]=2)[CH2:25][CH2:24]1. The catalyst class is: 1. (3) Reactant: C([O:8][C:9]([CH3:42])([CH3:41])[CH2:10][O:11][C:12]1[C:13]([O:39][CH3:40])=[N:14][C:15]2[C:20]([C:21]=1[Cl:22])=[CH:19][C:18]([C:23]([C:31]1[C:32]([CH3:38])=[N:33][C:34]([CH3:37])=[CH:35][CH:36]=1)([C:25]1[N:29]([CH3:30])[N:28]=[N:27][CH:26]=1)[OH:24])=[CH:17][CH:16]=2)C1C=CC=CC=1. Product: [Cl:22][C:21]1[C:20]2[C:15](=[CH:16][CH:17]=[C:18]([C:23]([C:31]3[C:32]([CH3:38])=[N:33][C:34]([CH3:37])=[CH:35][CH:36]=3)([OH:24])[C:25]3[N:29]([CH3:30])[N:28]=[N:27][CH:26]=3)[CH:19]=2)[N:14]=[C:13]([O:39][CH3:40])[C:12]=1[O:11][CH2:10][C:9]([CH3:42])([OH:8])[CH3:41]. The catalyst class is: 19. (4) Reactant: [Cl:1][C:2]1[CH:3]=[C:4]([CH:7]=[C:8]([O:10][C:11]2[C:16]([F:17])=[CH:15][CH:14]=[C:13]([CH3:18])[C:12]=2[F:19])[CH:9]=1)[C:5]#[N:6].C1C(=O)N([Br:27])C(=O)C1. Product: [Br:27][CH2:18][C:13]1[C:12]([F:19])=[C:11]([O:10][C:8]2[CH:7]=[C:4]([CH:3]=[C:2]([Cl:1])[CH:9]=2)[C:5]#[N:6])[C:16]([F:17])=[CH:15][CH:14]=1. The catalyst class is: 53. (5) Reactant: [F:1][CH:2]1[CH2:7][CH2:6][N:5]([C:8]2[CH:13]=[C:12]([C:14]([F:17])([F:16])[F:15])[CH:11]=[C:10]([N+:18]([O-])=O)[CH:9]=2)[CH2:4][CH2:3]1. Product: [F:1][CH:2]1[CH2:7][CH2:6][N:5]([C:8]2[CH:9]=[C:10]([CH:11]=[C:12]([C:14]([F:17])([F:15])[F:16])[CH:13]=2)[NH2:18])[CH2:4][CH2:3]1. The catalyst class is: 19. (6) Reactant: [N:1]([CH:4]([C:6]1[N:7]=[C:8]2[S:22][CH:21]=[C:20]([CH3:23])[N:9]2[C:10](=[O:19])[C:11]=1[C:12]1[CH:17]=[CH:16][C:15]([F:18])=[CH:14][CH:13]=1)[CH3:5])=[N+]=[N-].CP(C)C.C(OCC)(=O)C. Product: [NH2:1][CH:4]([C:6]1[N:7]=[C:8]2[S:22][CH:21]=[C:20]([CH3:23])[N:9]2[C:10](=[O:19])[C:11]=1[C:12]1[CH:13]=[CH:14][C:15]([F:18])=[CH:16][CH:17]=1)[CH3:5]. The catalyst class is: 30. (7) Reactant: [Cl:1][C:2]1[C:3]([CH2:9][OH:10])=[C:4]([OH:8])[CH:5]=[CH:6][CH:7]=1.[OH-].[Na+].[CH2:13](Br)[C:14]1[CH:19]=[CH:18][CH:17]=[CH:16][CH:15]=1. Product: [Cl:1][C:2]1[CH:7]=[CH:6][CH:5]=[C:4]([O:8][CH2:13][C:14]2[CH:19]=[CH:18][CH:17]=[CH:16][CH:15]=2)[C:3]=1[CH2:9][OH:10]. The catalyst class is: 8. (8) Reactant: [Br:1][C:2]1[N:7]=[C:6]2[C:8]([C:11]([NH:13][C:14]([CH3:17])([CH3:16])[CH3:15])=[O:12])=[CH:9][NH:10][C:5]2=[N:4][CH:3]=1.[C:18]([O:24][CH2:25]Cl)(=[O:23])[C:19]([CH3:22])([CH3:21])[CH3:20].C([O-])([O-])=O.[K+].[K+].O. The catalyst class is: 3. Product: [C:18]([O:24][CH2:25][N:10]1[C:5]2[C:6](=[N:7][C:2]([Br:1])=[CH:3][N:4]=2)[C:8]([C:11](=[O:12])[NH:13][C:14]([CH3:17])([CH3:16])[CH3:15])=[CH:9]1)(=[O:23])[C:19]([CH3:22])([CH3:21])[CH3:20]. (9) Reactant: [Cl:1][C:2]1[N:6]([CH3:7])[N:5]=[C:4]([CH3:8])[C:3]=1[C:9]([OH:11])=O.S(Cl)(Cl)=O.[NH2:16][C:17]1[CH:18]=[C:19]([CH:32]=[CH:33][CH:34]=1)[C:20]([C:22]1[CH:30]=[C:29]2[C:25]([CH2:26][C:27](=[O:31])[NH:28]2)=[CH:24][CH:23]=1)=[O:21]. Product: [O:31]=[C:27]1[CH2:26][C:25]2[C:29](=[CH:30][C:22]([C:20]([C:19]3[CH:18]=[C:17]([NH:16][C:9]([C:3]4[C:4]([CH3:8])=[N:5][N:6]([CH3:7])[C:2]=4[Cl:1])=[O:11])[CH:34]=[CH:33][CH:32]=3)=[O:21])=[CH:23][CH:24]=2)[NH:28]1. The catalyst class is: 1.